From a dataset of Forward reaction prediction with 1.9M reactions from USPTO patents (1976-2016). Predict the product of the given reaction. (1) Given the reactants [F:1][C:2]([F:11])([F:10])[C:3]1[C:4](=[O:9])[NH:5][CH:6]=[CH:7][CH:8]=1.C1C(=O)N([Br:19])C(=O)C1, predict the reaction product. The product is: [Br:19][C:7]1[CH:8]=[C:3]([C:2]([F:1])([F:10])[F:11])[C:4](=[O:9])[NH:5][CH:6]=1. (2) Given the reactants Cl[C:2]1[N:11]=[C:10]([NH:12][CH:13]([C:21]2[CH:26]=[CH:25][CH:24]=[CH:23][CH:22]=2)[CH2:14][C:15]2[CH:20]=[CH:19][CH:18]=[CH:17][CH:16]=2)[C:9]2[C:4](=[CH:5][CH:6]=[CH:7][CH:8]=2)[N:3]=1.[N:27]1[CH:28]=[CH:29][N:30]2[CH:35]=[C:34](B(O)O)[CH:33]=[CH:32][C:31]=12.C(NC1C2C(=CC=CC=2)N=C(C2SC3C=CC=CC=3C=2)N=1)(C1C=CC=CC=1)C1C=CC=CC=1, predict the reaction product. The product is: [C:21]1([CH:13]([NH:12][C:10]2[C:9]3[C:4](=[CH:5][CH:6]=[CH:7][CH:8]=3)[N:3]=[C:2]([C:34]3[CH:33]=[CH:32][C:31]4[N:30]([CH:29]=[CH:28][N:27]=4)[CH:35]=3)[N:11]=2)[CH2:14][C:15]2[CH:20]=[CH:19][CH:18]=[CH:17][CH:16]=2)[CH:26]=[CH:25][CH:24]=[CH:23][CH:22]=1. (3) The product is: [CH:18]1([N:22]2[CH:30]=[C:29]3[C:24]([CH:25]=[CH:26][C:27]([NH2:15])=[CH:28]3)=[N:23]2)[CH2:21][CH2:20][CH2:19]1. Given the reactants C1(P([N:15]=[N+]=[N-])(C2C=CC=CC=2)=O)C=CC=CC=1.[CH:18]1([N:22]2[CH:30]=[C:29]3[C:24]([CH:25]=[CH:26][C:27](C(O)=O)=[CH:28]3)=[N:23]2)[CH2:21][CH2:20][CH2:19]1.Cl.C(=O)([O-])[O-].[K+].[K+], predict the reaction product. (4) Given the reactants [CH2:1]([O:8][C:9]1[CH:10]=[C:11]2[C:16](=[CH:17][CH:18]=1)[C:15](=[O:19])[N:14]([CH2:20][CH:21]([CH3:23])[CH3:22])[C:13]([C:24]([O:26][CH3:27])=[O:25])=[C:12]2OS(C(F)(F)F)(=O)=O)[C:2]1[CH:7]=[CH:6][CH:5]=[CH:4][CH:3]=1.[CH3:36][C:37]1[CH:42]=[CH:41][C:40](B(O)O)=[CH:39][CH:38]=1.C(=O)([O-])[O-].[Na+].[Na+].CO, predict the reaction product. The product is: [CH2:1]([O:8][C:9]1[CH:10]=[C:11]2[C:16](=[CH:17][CH:18]=1)[C:15](=[O:19])[N:14]([CH2:20][CH:21]([CH3:22])[CH3:23])[C:13]([C:24]([O:26][CH3:27])=[O:25])=[C:12]2[C:40]1[CH:41]=[CH:42][C:37]([CH3:36])=[CH:38][CH:39]=1)[C:2]1[CH:7]=[CH:6][CH:5]=[CH:4][CH:3]=1. (5) The product is: [CH3:16][C:3]1[C:2]([C:20]2[CH:21]=[CH:22][CH:23]=[CH:24][C:19]=2[C:18]([F:29])([F:28])[F:17])=[N:7][N:6]2[C:8]([C:11]([O:13][CH2:14][CH3:15])=[O:12])=[CH:9][N:10]=[C:5]2[CH:4]=1. Given the reactants Cl[C:2]1[C:3]([CH3:16])=[CH:4][C:5]2[N:6]([C:8]([C:11]([O:13][CH2:14][CH3:15])=[O:12])=[CH:9][N:10]=2)[N:7]=1.[F:17][C:18]([F:29])([F:28])[C:19]1[CH:24]=[CH:23][CH:22]=[CH:21][C:20]=1B(O)O.[O-]P([O-])([O-])=O.[K+].[K+].[K+].CC(C1C=C(C(C)C)C(C2C=CC=CC=2P(C2CCCCC2)C2CCCCC2)=C(C(C)C)C=1)C, predict the reaction product.